From a dataset of Forward reaction prediction with 1.9M reactions from USPTO patents (1976-2016). Predict the product of the given reaction. Given the reactants [O-:1][CH2:2][CH3:3].[Na+].[CH2:5]([O:7][C:8]([C:10]1[N:11]=[N:12][C:13](Cl)=[CH:14][C:15]=1Cl)=[O:9])[CH3:6].Cl.C([O-])(O)=O.[Na+].C1C[O:27][CH2:26][CH2:25]1, predict the reaction product. The product is: [CH2:5]([O:7][C:8]([C:10]1[N:11]=[N:12][C:13]([O:27][CH2:26][CH3:25])=[CH:14][C:15]=1[O:1][CH2:2][CH3:3])=[O:9])[CH3:6].